This data is from Peptide-MHC class II binding affinity with 134,281 pairs from IEDB. The task is: Regression. Given a peptide amino acid sequence and an MHC pseudo amino acid sequence, predict their binding affinity value. This is MHC class II binding data. (1) The peptide sequence is VGQQAVEVWQGLALL. The MHC is DRB1_0405 with pseudo-sequence DRB1_0405. The binding affinity (normalized) is 0.369. (2) The binding affinity (normalized) is 0.748. The MHC is DRB1_0401 with pseudo-sequence DRB1_0401. The peptide sequence is RIKIVQMLSDTLKGL. (3) The peptide sequence is RLIAFTSEHSHF. The MHC is DRB1_0802 with pseudo-sequence DRB1_0802. The binding affinity (normalized) is 0.743. (4) The peptide sequence is NGNELLLDLSLTKVN. The MHC is DRB1_0405 with pseudo-sequence DRB1_0405. The binding affinity (normalized) is 0.369. (5) The peptide sequence is SLGVGADQGCAINFG. The MHC is HLA-DQA10201-DQB10301 with pseudo-sequence HLA-DQA10201-DQB10301. The binding affinity (normalized) is 0.465.